Dataset: Reaction yield outcomes from USPTO patents with 853,638 reactions. Task: Predict the reaction yield, written as a fraction of the theoretical maximum amount of product (1.0 means a 100% yield; for example, 0.34 means a 34% yield). The reactants are [Br:1][C:2]1[C:3]([N:9]2[CH2:14][CH2:13][O:12][CH2:11][CH:10]2[C:15]([OH:17])=O)=[N:4][C:5]([Cl:8])=[N:6][CH:7]=1.ON1C2C=CC=CC=2N=N1.Cl.C(N=C=NCCCN(C)C)C.[O:40]1[CH2:45][CH2:44][CH:43]([NH2:46])[CH2:42][CH2:41]1. The catalyst is O1CCCC1. The product is [Br:1][C:2]1[C:3]([N:9]2[CH2:14][CH2:13][O:12][CH2:11][CH:10]2[C:15]([NH:46][CH:43]2[CH2:44][CH2:45][O:40][CH2:41][CH2:42]2)=[O:17])=[N:4][C:5]([Cl:8])=[N:6][CH:7]=1. The yield is 0.572.